This data is from NCI-60 drug combinations with 297,098 pairs across 59 cell lines. The task is: Regression. Given two drug SMILES strings and cell line genomic features, predict the synergy score measuring deviation from expected non-interaction effect. (1) Drug 1: CS(=O)(=O)C1=CC(=C(C=C1)C(=O)NC2=CC(=C(C=C2)Cl)C3=CC=CC=N3)Cl. Drug 2: CC1C(C(CC(O1)OC2CC(CC3=C2C(=C4C(=C3O)C(=O)C5=CC=CC=C5C4=O)O)(C(=O)C)O)N)O. Cell line: HL-60(TB). Synergy scores: CSS=40.0, Synergy_ZIP=-3.01, Synergy_Bliss=-7.20, Synergy_Loewe=-22.9, Synergy_HSA=-4.81. (2) Drug 1: COC1=C(C=C2C(=C1)N=CN=C2NC3=CC(=C(C=C3)F)Cl)OCCCN4CCOCC4. Drug 2: CC1=C(N=C(N=C1N)C(CC(=O)N)NCC(C(=O)N)N)C(=O)NC(C(C2=CN=CN2)OC3C(C(C(C(O3)CO)O)O)OC4C(C(C(C(O4)CO)O)OC(=O)N)O)C(=O)NC(C)C(C(C)C(=O)NC(C(C)O)C(=O)NCCC5=NC(=CS5)C6=NC(=CS6)C(=O)NCCC[S+](C)C)O. Cell line: SF-295. Synergy scores: CSS=31.4, Synergy_ZIP=-8.47, Synergy_Bliss=-0.377, Synergy_Loewe=-12.5, Synergy_HSA=3.66. (3) Drug 1: CC1=C(C=C(C=C1)NC(=O)C2=CC=C(C=C2)CN3CCN(CC3)C)NC4=NC=CC(=N4)C5=CN=CC=C5. Drug 2: CCCCCOC(=O)NC1=NC(=O)N(C=C1F)C2C(C(C(O2)C)O)O. Cell line: MDA-MB-435. Synergy scores: CSS=7.21, Synergy_ZIP=-1.00, Synergy_Bliss=1.21, Synergy_Loewe=1.92, Synergy_HSA=2.16. (4) Drug 1: C1=CC(=CC=C1C#N)C(C2=CC=C(C=C2)C#N)N3C=NC=N3. Drug 2: B(C(CC(C)C)NC(=O)C(CC1=CC=CC=C1)NC(=O)C2=NC=CN=C2)(O)O. Cell line: T-47D. Synergy scores: CSS=39.5, Synergy_ZIP=-1.30, Synergy_Bliss=-6.85, Synergy_Loewe=-13.1, Synergy_HSA=-4.25.